From a dataset of CYP1A2 inhibition data for predicting drug metabolism from PubChem BioAssay. Regression/Classification. Given a drug SMILES string, predict its absorption, distribution, metabolism, or excretion properties. Task type varies by dataset: regression for continuous measurements (e.g., permeability, clearance, half-life) or binary classification for categorical outcomes (e.g., BBB penetration, CYP inhibition). Dataset: cyp1a2_veith. (1) The molecule is COc1cc([N+](=O)[O-])ccc1NC(=O)CCCOc1cccc(C)c1. The result is 1 (inhibitor). (2) The molecule is COc1ccc2c(c1)c1c(C)c3cnccc3c(C)c1n2CCCN. The result is 1 (inhibitor). (3) The result is 0 (non-inhibitor). The drug is CC1=C(C#N)C(NC(=O)C2CCCCC2)(C(F)(F)F)C(=O)N1. (4) The compound is COc1ccc(NC(=O)N2CC3(CCN(C(=O)c4cccn4C)CC3)C2)cc1. The result is 0 (non-inhibitor). (5) The drug is CC(C)CN1CCCC2(CCN(C(=O)c3csnn3)CC2)C1. The result is 0 (non-inhibitor). (6) The result is 1 (inhibitor). The compound is Cc1n[nH]c(=S)n1/N=C/c1ccccc1OCc1ccc(Cl)cc1.